Dataset: Full USPTO retrosynthesis dataset with 1.9M reactions from patents (1976-2016). Task: Predict the reactants needed to synthesize the given product. (1) Given the product [NH2:17][C:2]1[O:3][C:4]2[CH:10]=[CH:9][CH:8]=[CH:7][C:5]=2[N:6]=1, predict the reactants needed to synthesize it. The reactants are: Cl[C:2]1[O:3][C:4]2[CH:10]=[CH:9][CH:8]=[CH:7][C:5]=2[N:6]=1.C([O-])([O-])=O.[K+].[K+].[N:17]12CCCNC1CCCC=C2.[H-].[Na+]. (2) The reactants are: F[C:2]1[CH:3]=[CH:4][C:5]([N+:22]([O-:24])=[O:23])=[C:6]([CH:21]=1)[C:7]([NH:9][C:10]1[CH:11]=[C:12]([CH:17]=[CH:18][C:19]=1[CH3:20])[C:13]([O:15][CH3:16])=[O:14])=[O:8].[CH:25]([N:28]1[CH2:33][CH2:32][NH:31][CH2:30][CH2:29]1)([CH3:27])[CH3:26].C(N(CC)C(C)C)(C)C.O. Given the product [CH3:20][C:19]1[CH:18]=[CH:17][C:12]([C:13]([O:15][CH3:16])=[O:14])=[CH:11][C:10]=1[NH:9][C:7](=[O:8])[C:6]1[CH:21]=[C:2]([N:31]2[CH2:32][CH2:33][N:28]([CH:25]([CH3:27])[CH3:26])[CH2:29][CH2:30]2)[CH:3]=[CH:4][C:5]=1[N+:22]([O-:24])=[O:23], predict the reactants needed to synthesize it. (3) Given the product [CH2:23]([C:4]1[CH:3]=[C:2]([C:35]2[C:30]([C:27]([OH:29])=[O:28])=[CH:31][CH:32]=[C:33]([F:36])[CH:34]=2)[CH:7]=[C:6]([NH:8][C:9]([NH:11][C:12]2[CH:17]=[CH:16][C:15]([CH3:18])=[CH:14][CH:13]=2)=[O:10])[C:5]=1[O:19][CH2:20][CH2:21][CH3:22])/[CH:24]=[CH:25]/[CH3:26], predict the reactants needed to synthesize it. The reactants are: Br[C:2]1[CH:3]=[C:4]([CH2:23]/[CH:24]=[CH:25]/[CH3:26])[C:5]([O:19][CH2:20][CH2:21][CH3:22])=[C:6]([NH:8][C:9]([NH:11][C:12]2[CH:17]=[CH:16][C:15]([CH3:18])=[CH:14][CH:13]=2)=[O:10])[CH:7]=1.[C:27]([C:30]1[CH:35]=[CH:34][C:33]([F:36])=[CH:32][C:31]=1B(O)O)([OH:29])=[O:28].BrC1C=C(C(C2C=CC=CC=2)C=C)C(OCCC)=C(NC(NC2C=CC(C)=CC=2)=O)C=1.